Dataset: Catalyst prediction with 721,799 reactions and 888 catalyst types from USPTO. Task: Predict which catalyst facilitates the given reaction. (1) Reactant: S(Cl)(Cl)=O.O[C:6]1([C:34]([F:37])([F:36])[F:35])[CH:14]([CH2:15][CH2:16][C:17]2[CH:22]=[CH:21][CH:20]=[CH:19][CH:18]=2)[CH:13]=[C:12]2[CH2:23][NH:24][CH:25]([C:27]([O:29][C:30]([CH3:33])([CH3:32])[CH3:31])=[O:28])[CH2:26][N:10]3[C:11]2=[C:7]1[CH:8]=[CH:9]3. Product: [CH2:15]([C:14]1[C:6]([C:34]([F:37])([F:36])[F:35])=[C:7]2[C:11]3=[C:12]([CH2:23][NH:24][CH:25]([C:27]([O:29][C:30]([CH3:33])([CH3:32])[CH3:31])=[O:28])[CH2:26][N:10]3[CH:9]=[CH:8]2)[CH:13]=1)[CH2:16][C:17]1[CH:18]=[CH:19][CH:20]=[CH:21][CH:22]=1. The catalyst class is: 17. (2) Reactant: [NH2:1][C:2]1[N:3]([CH3:22])[C:4](=[O:21])[C@:5]2([N:20]=1)[C:14]1[CH:13]=[C:12](Br)[CH:11]=[CH:10][C:9]=1[O:8][C@H:7]1[CH2:16][CH2:17][CH2:18][O:19][C@@H:6]21.NC1N(C)C(=O)[C@@]2(N=1)C1C=C(Br)C=CC=1O[C@H]1CCCO[C@@H]21.[F:45][C:46]1[C:51](B(O)O)=[CH:50][CH:49]=[CH:48][N:47]=1.C(=O)([O-])[O-].[K+].[K+]. Product: [NH2:1][C:2]1[N:3]([CH3:22])[C:4](=[O:21])[C@:5]2([N:20]=1)[C:14]1[CH:13]=[C:12]([C:51]3[C:46]([F:45])=[N:47][CH:48]=[CH:49][CH:50]=3)[CH:11]=[CH:10][C:9]=1[O:8][C@H:7]1[CH2:16][CH2:17][CH2:18][O:19][C@@H:6]21. The catalyst class is: 77. (3) Reactant: [F:1][C:2]1[CH:9]=[C:8]([F:10])[C:7]([F:11])=[CH:6][C:3]=1C#N.C([CH:14]([C:18]([O-:20])=O)[C:15]([O-:17])=[O:16])C.[K+].[K+].Cl.Cl[CH2:25][CH2:26]Cl. Product: [F:1][C:2]1[CH:9]=[C:8]([F:10])[C:7]([F:11])=[CH:6][C:3]=1[C:18]([CH2:14][C:15]([O:17][CH2:25][CH3:26])=[O:16])=[O:20]. The catalyst class is: 530. (4) Reactant: [F:1][C:2]1[CH:3]=[CH:4][C:5]([NH2:8])=[N:6][CH:7]=1.C1C=C(Cl)C=C(C(OO)=[O:17])C=1. Product: [NH2:8][C:5]1[CH:4]=[CH:3][C:2]([F:1])=[CH:7][N+:6]=1[O-:17]. The catalyst class is: 61.